From a dataset of Full USPTO retrosynthesis dataset with 1.9M reactions from patents (1976-2016). Predict the reactants needed to synthesize the given product. The reactants are: [F:1][C:2]([F:19])([CH3:18])[CH2:3][N:4]1[CH2:10][CH2:9][C:8]2[CH:11]=[C:12]([NH2:17])[C:13]([O:15][CH3:16])=[CH:14][C:7]=2[CH2:6][CH2:5]1.Cl[C:21]1[N:26]=[C:25]([NH:27][C:28]2[CH:33]=[CH:32][C:31]([N:34]3[CH2:39][CH2:38][O:37][CH2:36][CH2:35]3)=[CH:30][C:29]=2[O:40][CH3:41])[C:24]([Cl:42])=[CH:23][N:22]=1. Given the product [Cl:42][C:24]1[C:25]([NH:27][C:28]2[CH:33]=[CH:32][C:31]([N:34]3[CH2:35][CH2:36][O:37][CH2:38][CH2:39]3)=[CH:30][C:29]=2[O:40][CH3:41])=[N:26][C:21]([NH:17][C:12]2[C:13]([O:15][CH3:16])=[CH:14][C:7]3[CH2:6][CH2:5][N:4]([CH2:3][C:2]([F:1])([F:19])[CH3:18])[CH2:10][CH2:9][C:8]=3[CH:11]=2)=[N:22][CH:23]=1, predict the reactants needed to synthesize it.